The task is: Binary Classification. Given a drug SMILES string, predict its activity (active/inactive) in a high-throughput screening assay against a specified biological target.. This data is from Orexin1 receptor HTS with 218,158 compounds and 233 confirmed actives. (1) The molecule is ClC(Cl)(Cl)C(NC(=S)Nc1cc([N+]([O-])=O)ccc1)NC(=O)CF. The result is 0 (inactive). (2) The compound is S(=O)(=O)(Nc1c(OCC)cc(NC(=O)c2occc2)c(OCC)c1)c1ccccc1. The result is 0 (inactive). (3) The compound is Clc1ccc(CC(=O)NCCCNC(=O)c2ccc(nc2)C)cc1. The result is 0 (inactive). (4) The molecule is S(=O)(=O)(NCc1ccccc1)c1cc2NC(=O)CSc2cc1. The result is 0 (inactive). (5) The compound is s1c(c2nn(CCC#N)cc2C(=O)N)ccc1. The result is 0 (inactive). (6) The compound is S(Cc1n(c2c(c1C#N)cccc2)C)CC(OCC)=O. The result is 0 (inactive).